The task is: Predict the reactants needed to synthesize the given product.. This data is from Full USPTO retrosynthesis dataset with 1.9M reactions from patents (1976-2016). Given the product [N:23]1([CH2:2][CH2:3][C:4]2[CH:9]=[CH:8][N:7]=[CH:6][C:5]=2[NH:10][C:11](=[O:17])[O:12][C:13]([CH3:16])([CH3:15])[CH3:14])[CH2:27][CH2:26][CH2:25][CH2:24]1, predict the reactants needed to synthesize it. The reactants are: O[CH2:2][CH2:3][C:4]1[CH:9]=[CH:8][N:7]=[CH:6][C:5]=1[NH:10][C:11](=[O:17])[O:12][C:13]([CH3:16])([CH3:15])[CH3:14].CS(Cl)(=O)=O.[NH:23]1[CH2:27][CH2:26][CH2:25][CH2:24]1.[Cl-].[Na+].